From a dataset of Full USPTO retrosynthesis dataset with 1.9M reactions from patents (1976-2016). Predict the reactants needed to synthesize the given product. (1) The reactants are: Br[C:2]1[CH:7]=[CH:6][N:5]=[C:4]([Cl:8])[CH:3]=1.C[Si](C)(C)[C:11]#[C:12][CH3:13].[F-].C([N+](CCCC)(CCCC)CCCC)CCC. Given the product [Cl:8][C:4]1[CH:3]=[C:2]([C:11]#[C:12][CH3:13])[CH:7]=[CH:6][N:5]=1, predict the reactants needed to synthesize it. (2) Given the product [NH2:59][C:60]1[CH:65]=[C:64]([C:21]2[CH:26]=[CH:25][CH:24]=[C:23]([O:27][CH2:28][C@@H:29]([C:50]([O:52][CH3:53])=[O:51])[NH:30][C:31]([C:38]3[CH:43]=[CH:42][CH:41]=[CH:40][CH:39]=3)([C:44]3[CH:49]=[CH:48][CH:47]=[CH:46][CH:45]=3)[C:32]3[CH:33]=[CH:34][CH:35]=[CH:36][CH:37]=3)[CH:22]=2)[CH:63]=[CH:62][CH:61]=1, predict the reactants needed to synthesize it. The reactants are: C1([As](C2C=CC=CC=2)C2C=CC=CC=2)C=CC=CC=1.Br[C:21]1[CH:22]=[C:23]([O:27][CH2:28][C@@H:29]([C:50]([O:52][CH3:53])=[O:51])[NH:30][C:31]([C:44]2[CH:49]=[CH:48][CH:47]=[CH:46][CH:45]=2)([C:38]2[CH:43]=[CH:42][CH:41]=[CH:40][CH:39]=2)[C:32]2[CH:37]=[CH:36][CH:35]=[CH:34][CH:33]=2)[CH:24]=[CH:25][CH:26]=1.S(O)(O)(=O)=O.[NH2:59][C:60]1[CH:61]=[C:62](B(O)O)[CH:63]=[CH:64][CH:65]=1.NC1C=C(B(O)O)C=CC=1.C(=O)([O-])[O-].[Cs+].[Cs+]. (3) Given the product [CH3:37][O:38][C:39]1[CH:44]=[CH:43][CH:42]=[CH:41][C:40]=1[C:2]1[CH:36]=[CH:35][CH:34]=[C:4]([CH2:5][N:6]([C@@H:24]2[C:33]3[C:28](=[CH:29][CH:30]=[CH:31][CH:32]=3)[CH2:27][CH2:26][CH2:25]2)[C:7]([C:9]2[CH:14]=[C:13]([C:15]([OH:17])=[O:16])[C:12]([C:18]([OH:20])=[O:19])=[CH:11][C:10]=2[C:21]([OH:23])=[O:22])=[O:8])[CH:3]=1, predict the reactants needed to synthesize it. The reactants are: Br[C:2]1[CH:3]=[C:4]([CH:34]=[CH:35][CH:36]=1)[CH2:5][N:6]([C@@H:24]1[C:33]2[C:28](=[CH:29][CH:30]=[CH:31][CH:32]=2)[CH2:27][CH2:26][CH2:25]1)[C:7]([C:9]1[CH:14]=[C:13]([C:15]([OH:17])=[O:16])[C:12]([C:18]([OH:20])=[O:19])=[CH:11][C:10]=1[C:21]([OH:23])=[O:22])=[O:8].[CH3:37][O:38][C:39]1[CH:44]=[CH:43][CH:42]=[CH:41][C:40]=1B(O)O. (4) Given the product [N+:22]([C:19]1[CH:20]=[CH:21][C:16]([CH2:15][CH2:14][CH2:13][N:1]2[CH:5]=[CH:4][N:3]=[CH:2]2)=[CH:17][CH:18]=1)([O-:24])=[O:23], predict the reactants needed to synthesize it. The reactants are: [NH:1]1[CH:5]=[CH:4][N:3]=[CH:2]1.C(=O)([O-])[O-].[K+].[K+].Br[CH2:13][CH2:14][CH2:15][C:16]1[CH:21]=[CH:20][C:19]([N+:22]([O-:24])=[O:23])=[CH:18][CH:17]=1.O. (5) Given the product [CH3:19][N:16]1[CH:14]2[CH2:13][CH2:12][CH:11]1[CH:10]=[C:9]([C:6]1[CH:5]=[CH:4][C:3]([C:2]([F:1])([F:17])[F:18])=[CH:8][CH:7]=1)[CH2:15]2, predict the reactants needed to synthesize it. The reactants are: [F:1][C:2]([F:18])([F:17])[C:3]1[CH:8]=[CH:7][C:6]([C:9]2[CH2:15][CH:14]3[NH:16][CH:11]([CH2:12][CH2:13]3)[CH:10]=2)=[CH:5][CH:4]=1.[CH3:19]S(C)=O. (6) Given the product [CH3:35][O:34][C:31]1[CH:30]=[CH:29][C:28]([C@H:20]2[CH2:21][C@H:22]([C:24]([O:26][CH3:27])=[O:25])[CH2:23]2)=[CH:33][CH:32]=1.[CH3:35][O:34][C:31]1[CH:30]=[CH:29][C:28]([C@@H:20]2[CH2:21][C@H:22]([C:24]([O:26][CH3:27])=[O:25])[CH2:23]2)=[CH:33][CH:32]=1, predict the reactants needed to synthesize it. The reactants are: C1([SiH](C2C=CC=CC=2)Cl)C=CC=CC=1.[Cl-].[In+3].[Cl-].[Cl-].O[C:20]1([C:28]2[CH:33]=[CH:32][C:31]([O:34][CH3:35])=[CH:30][CH:29]=2)[CH2:23][CH:22]([C:24]([O:26][CH3:27])=[O:25])[CH2:21]1.CC(O)C. (7) Given the product [CH2:17]1[CH2:1][O:2][C:3]([C:10]2[CH:11]=[CH:12][CH:13]=[CH:14][CH:15]=2)([CH2:4][CH2:5][CH2:6][NH2:7])[O:16]1, predict the reactants needed to synthesize it. The reactants are: [CH2:1]1[CH2:17][O:16][C:3]([C:10]2[CH:15]=[CH:14][CH:13]=[CH:12][CH:11]=2)([CH2:4][CH2:5][CH2:6][N:7]=[N+]=[N-])[O:2]1.O.C1(P(C2C=CC=CC=2)C2C=CC=CC=2)C=CC=CC=1.C(=O)([O-])O.[Na+]. (8) Given the product [N+:21]([C:13]1[CH:14]=[CH:15][C:16]([O:20][C:24]([O:26][C:27]([CH3:30])([CH3:29])[CH3:28])=[O:25])=[C:17]2[C:12]=1[CH:11]=[CH:10][CH:19]=[N:18]2)([O-:23])=[O:22], predict the reactants needed to synthesize it. The reactants are: CCN(C(C)C)C(C)C.[CH:10]1[CH:19]=[N:18][C:17]2[C:12](=[C:13]([N+:21]([O-:23])=[O:22])[CH:14]=[CH:15][C:16]=2[OH:20])[CH:11]=1.[C:24](O[C:24]([O:26][C:27]([CH3:30])([CH3:29])[CH3:28])=[O:25])([O:26][C:27]([CH3:30])([CH3:29])[CH3:28])=[O:25].